From a dataset of Catalyst prediction with 721,799 reactions and 888 catalyst types from USPTO. Predict which catalyst facilitates the given reaction. (1) Reactant: [Cl-].[Cl-].[Cl-].[Al+3].[Cl:5][C:6]1[C:11]([Cl:12])=[C:10]([C:13]2[CH:18]=[CH:17][C:16]([Cl:19])=[CH:15][C:14]=2[O:20]C)[N:9]=[CH:8][N:7]=1. Product: [Cl:5][C:6]1[C:11]([Cl:12])=[C:10]([C:13]2[CH:18]=[CH:17][C:16]([Cl:19])=[CH:15][C:14]=2[OH:20])[N:9]=[CH:8][N:7]=1. The catalyst class is: 68. (2) Reactant: Cl[Sn](Cl)(Cl)Cl.ClC([O:9][CH3:10])Cl.[F:11][C:12]1[C:21]2[C:16](=[CH:17][CH:18]=[CH:19][CH:20]=2)[CH:15]=[CH:14][CH:13]=1. Product: [F:11][C:12]1[C:21]2[C:16](=[CH:17][CH:18]=[CH:19][CH:20]=2)[C:15]([CH:10]=[O:9])=[CH:14][CH:13]=1. The catalyst class is: 4. (3) Reactant: [C:1](=[O:4])([O-])[O-].[K+].[K+].Br[CH2:8][C:9]([O:11][C:12]([CH3:15])([CH3:14])[CH3:13])=[O:10].[OH2:16].CN(C)[CH:19]=[O:20]. Product: [OH:16][CH2:14][C:12]1[O:11][CH:9]=[C:19]([O:20][CH2:8][C:9]([O:11][C:12]([CH3:15])([CH3:14])[CH3:13])=[O:10])[C:1](=[O:4])[CH:13]=1. The catalyst class is: 334. (4) Reactant: [NH2:1][C:2]1[CH:10]=[CH:9][C:8](Br)=[CH:7][C:3]=1[C:4]([OH:6])=[O:5].[Cu](C#N)[C:13]#[N:14].Cl. Product: [NH2:1][C:2]1[CH:10]=[CH:9][C:8]([C:13]#[N:14])=[CH:7][C:3]=1[C:4]([OH:6])=[O:5]. The catalyst class is: 264. (5) Reactant: [O:1]=[S:2]([Cl:4])Cl.N([O-])=[O:6].[Na+].N[C:10]1[CH:11]=[CH:12][C:13]([C:16]#[N:17])=[N:14][CH:15]=1. Product: [C:16]([C:13]1[N:14]=[CH:15][C:10]([S:2]([Cl:4])(=[O:1])=[O:6])=[CH:11][CH:12]=1)#[N:17]. The catalyst class is: 223. (6) Reactant: [NH2:1][C:2]1[CH:7]=[CH:6][CH:5]=[CH:4][CH:3]=1.C(=O)([O-])[O-].[K+].[K+].O.[Cl:15][CH2:16][CH2:17][C:18](Cl)=[O:19]. Product: [Cl:15][CH2:16][CH2:17][C:18]([NH:1][C:2]1[CH:7]=[CH:6][CH:5]=[CH:4][CH:3]=1)=[O:19]. The catalyst class is: 21. (7) Reactant: Cl[CH2:2][CH2:3][C:4]([N:6]1[CH2:11][CH2:10][O:9][C@H:8]([CH2:12][O:13][C:14]2[C:23]3[C:18](=[N:19][CH:20]=[CH:21][N:22]=3)[CH:17]=[C:16]([C:24]3[CH:29]=[CH:28][C:27]([N:30]4[CH2:35][CH2:34][O:33][CH2:32][CH2:31]4)=[CH:26][CH:25]=3)[N:15]=2)[CH2:7]1)=[O:5].C[CH2:37][N:38](C(C)C)[CH:39](C)C.Cl.CNC. Product: [CH3:37][N:38]([CH3:39])[CH2:2][CH2:3][C:4]([N:6]1[CH2:11][CH2:10][O:9][C@H:8]([CH2:12][O:13][C:14]2[C:23]3[C:18](=[N:19][CH:20]=[CH:21][N:22]=3)[CH:17]=[C:16]([C:24]3[CH:29]=[CH:28][C:27]([N:30]4[CH2:35][CH2:34][O:33][CH2:32][CH2:31]4)=[CH:26][CH:25]=3)[N:15]=2)[CH2:7]1)=[O:5]. The catalyst class is: 12. (8) Reactant: C(=O)([O-])[O-].[K+].[K+].[Cl:7][C:8]1[C:16]([Cl:17])=[C:15]2[C:11]([CH2:12][C:13]([CH:20]3[CH2:24][CH2:23][CH2:22][CH2:21]3)([CH3:19])[C:14]2=[O:18])=[CH:10][C:9]=1[OH:25].[Br:26][CH2:27][CH2:28][CH2:29][CH2:30]Br. Product: [Br:26][CH2:27][CH2:28][CH2:29][CH2:30][O:25][C:9]1[CH:10]=[C:11]2[C:15](=[C:16]([Cl:17])[C:8]=1[Cl:7])[C:14](=[O:18])[C:13]([CH:20]1[CH2:24][CH2:23][CH2:22][CH2:21]1)([CH3:19])[CH2:12]2. The catalyst class is: 21.